Dataset: Reaction yield outcomes from USPTO patents with 853,638 reactions. Task: Predict the reaction yield, written as a fraction of the theoretical maximum amount of product (1.0 means a 100% yield; for example, 0.34 means a 34% yield). (1) The reactants are C(NC(C)C)(C)C.C([Li])CCC.[N:13]1([C:23]([O:25][C:26]([CH3:29])([CH3:28])[CH3:27])=[O:24])[CH2:18][CH2:17][CH:16]([C:19]([O:21][CH3:22])=[O:20])[CH2:15][CH2:14]1.Br[CH2:31][C:32]1[CH:37]=[CH:36][C:35]([F:38])=[CH:34][CH:33]=1. The catalyst is O1CCCC1. The product is [F:38][C:35]1[CH:36]=[CH:37][C:32]([CH2:31][C:16]2([C:19]([O:21][CH3:22])=[O:20])[CH2:15][CH2:14][N:13]([C:23]([O:25][C:26]([CH3:29])([CH3:28])[CH3:27])=[O:24])[CH2:18][CH2:17]2)=[CH:33][CH:34]=1. The yield is 0.740. (2) The reactants are [NH2:1][C@H:2]([C:6]([OH:8])=[O:7])[CH:3]([CH3:5])[CH3:4].O.[F:10][C:11]1[CH:16]=[CH:15][C:14]([S:17](Cl)(=[O:19])=[O:18])=[CH:13][CH:12]=1.CCCCCC. The catalyst is [OH-].[Na+].O1CCCC1.CCCCCC.C(OCC)(=O)C.C(OCC)(=O)C. The product is [F:10][C:11]1[CH:16]=[CH:15][C:14]([S:17]([NH:1][C@H:2]([C:6]([OH:8])=[O:7])[CH:3]([CH3:5])[CH3:4])(=[O:19])=[O:18])=[CH:13][CH:12]=1. The yield is 0.560. (3) The reactants are C(N[CH:5]([CH3:7])[CH3:6])(C)C.C([Li])CCC.[CH3:13][C@@H:14]1[CH2:23][CH2:22][CH2:21][C:16]2([CH2:20][CH2:19][CH2:18][CH2:17]2)[C@@H:15]1[C:24](=[O:26])C.C(=O)C.Cl.O.C1(C)C=CC(S(O)(=O)=O)=CC=1.C([O-])(O)=O.[Na+]. The product is [CH3:13][C@@H:14]1[CH2:23][CH2:22][CH2:21][C:16]2([CH2:20][CH2:19][CH2:18][CH2:17]2)[C@@H:15]1[C:24](=[O:26])/[CH:7]=[CH:5]/[CH3:6]. The yield is 0.330. The catalyst is O1CCCC1. (4) The reactants are [NH2:1][C@@H:2]([CH2:17][C:18]1[CH:23]=[CH:22][C:21]([C:24]2[N:29]=[CH:28][C:27]([C:30]3[CH:35]=[CH:34][C:33]([O:36][CH2:37][CH2:38][CH2:39][CH2:40][CH2:41][CH2:42][CH3:43])=[CH:32][CH:31]=3)=[CH:26][N:25]=2)=[CH:20][CH:19]=1)[C:3]([N:5]1[CH2:9][CH2:8][CH2:7][C@H:6]1[C:10]([O:12][C:13]([CH3:16])([CH3:15])[CH3:14])=[O:11])=[O:4].[C:44]([C:48]1[S:52][C:51]([C:53](O)=[O:54])=[CH:50][CH:49]=1)([CH3:47])([CH3:46])[CH3:45].CN(C(ON1N=NC2C=CC=NC1=2)=[N+](C)C)C.F[P-](F)(F)(F)(F)F. The catalyst is CN(C=O)C.CC(=O)OCC. The product is [C:44]([C:48]1[S:52][C:51]([C:53]([NH:1][C@@H:2]([CH2:17][C:18]2[CH:23]=[CH:22][C:21]([C:24]3[N:29]=[CH:28][C:27]([C:30]4[CH:35]=[CH:34][C:33]([O:36][CH2:37][CH2:38][CH2:39][CH2:40][CH2:41][CH2:42][CH3:43])=[CH:32][CH:31]=4)=[CH:26][N:25]=3)=[CH:20][CH:19]=2)[C:3]([N:5]2[CH2:9][CH2:8][CH2:7][C@H:6]2[C:10]([O:12][C:13]([CH3:16])([CH3:15])[CH3:14])=[O:11])=[O:4])=[O:54])=[CH:50][CH:49]=1)([CH3:47])([CH3:45])[CH3:46]. The yield is 0.920. (5) The reactants are [CH:1]1([C@@H:6]2[NH:11][C:10](=[O:12])[C@H:9]([CH2:13][CH:14]([CH3:16])[CH3:15])[NH:8][CH2:7]2)[CH2:5][CH2:4][CH2:3][CH2:2]1.[C:17]1([C@@H:23]2[CH2:25][C@H:24]2[C:26](O)=[O:27])[CH:22]=[CH:21][CH:20]=[CH:19][CH:18]=1.C([C@@H]1N(C(=O)/C=C/C2C=CC=CC=2)C[C@H](CC(C)C)NC1=O)C(C)C. No catalyst specified. The product is [CH:1]1([C@@H:6]2[NH:11][C:10](=[O:12])[C@H:9]([CH2:13][CH:14]([CH3:16])[CH3:15])[N:8]([C:26]([C@@H:24]3[CH2:25][C@H:23]3[C:17]3[CH:22]=[CH:21][CH:20]=[CH:19][CH:18]=3)=[O:27])[CH2:7]2)[CH2:2][CH2:3][CH2:4][CH2:5]1. The yield is 0.750. (6) The reactants are [C:1](#N)[CH3:2].[CH2:4](Br)[C:5]1[CH:10]=[CH:9][CH:8]=[CH:7][CH:6]=1.[C:12](=[O:15])([O-])[O-].[K+].[K+].C(Cl)Cl.[OH2:21]. No catalyst specified. The product is [CH2:4]([O:21][C:2]1[CH:1]=[CH:7][C:6]([CH:12]=[O:15])=[CH:5][CH:4]=1)[C:5]1[CH:10]=[CH:9][CH:8]=[CH:7][CH:6]=1. The yield is 0.887.